This data is from Full USPTO retrosynthesis dataset with 1.9M reactions from patents (1976-2016). The task is: Predict the reactants needed to synthesize the given product. (1) Given the product [CH2:33]([N:21]1[CH:22]=[C:23]([C:25]2[CH:30]=[CH:29][C:28]([Cl:31])=[CH:27][C:26]=2[Cl:32])[N:24]=[C:20]1[C@@H:19]([NH:37][C:48](=[O:49])[CH2:47][C:43]1[CH:44]=[CH:45][CH:46]=[C:41]([O:40][CH3:39])[CH:42]=1)[CH2:18][C:15]1[CH:16]=[CH:17][C:12]([O:11][C:8]2[CH:7]=[CH:6][C:5]([C:4]([OH:3])=[O:38])=[CH:10][CH:9]=2)=[CH:13][CH:14]=1)[CH2:34][CH2:35][CH3:36], predict the reactants needed to synthesize it. The reactants are: Cl.C[O:3][C:4](=[O:38])[C:5]1[CH:10]=[CH:9][C:8]([O:11][C:12]2[CH:17]=[CH:16][C:15]([CH2:18][C@H:19]([NH2:37])[C:20]3[N:21]([CH2:33][CH2:34][CH2:35][CH3:36])[CH:22]=[C:23]([C:25]4[CH:30]=[CH:29][C:28]([Cl:31])=[CH:27][C:26]=4[Cl:32])[N:24]=3)=[CH:14][CH:13]=2)=[CH:7][CH:6]=1.[CH3:39][O:40][C:41]1[CH:42]=[C:43]([CH2:47][C:48](O)=[O:49])[CH:44]=[CH:45][CH:46]=1. (2) Given the product [N:21]1([C:18]2[N:19]=[CH:20][C:15]([O:14][CH2:13][C:11]3[CH:10]=[N:9][N:8]([CH:5]4[CH2:4][CH2:3][N:2]([S:32]([C:31]5[C:27]([CH3:26])=[N:28][O:29][C:30]=5[CH3:36])(=[O:34])=[O:33])[CH2:7][CH2:6]4)[N:12]=3)=[CH:16][CH:17]=2)[CH:25]=[N:24][N:23]=[N:22]1, predict the reactants needed to synthesize it. The reactants are: Cl.[NH:2]1[CH2:7][CH2:6][CH:5]([N:8]2[N:12]=[C:11]([CH2:13][O:14][C:15]3[CH:16]=[CH:17][C:18]([N:21]4[CH:25]=[N:24][N:23]=[N:22]4)=[N:19][CH:20]=3)[CH:10]=[N:9]2)[CH2:4][CH2:3]1.[CH3:26][C:27]1[C:31]([S:32](Cl)(=[O:34])=[O:33])=[C:30]([CH3:36])[O:29][N:28]=1. (3) Given the product [CH2:33]([NH:40][C:12]1[C:13]2[CH:18]=[N:17][CH:16]=[N:15][C:14]=2[N:9]([O:8][CH2:1][C:2]2[CH:7]=[CH:6][CH:5]=[CH:4][CH:3]=2)[C:10](=[O:32])[C:11]=1[C:27]([O:29][CH2:30][CH3:31])=[O:28])[C:34]1[CH:39]=[CH:38][CH:37]=[CH:36][CH:35]=1, predict the reactants needed to synthesize it. The reactants are: [CH2:1]([O:8][N:9]1[C:14]2[N:15]=[CH:16][N:17]=[CH:18][C:13]=2[C:12](OS(C(F)(F)F)(=O)=O)=[C:11]([C:27]([O:29][CH2:30][CH3:31])=[O:28])[C:10]1=[O:32])[C:2]1[CH:7]=[CH:6][CH:5]=[CH:4][CH:3]=1.[CH2:33]([NH2:40])[C:34]1[CH:39]=[CH:38][CH:37]=[CH:36][CH:35]=1.